Dataset: Peptide-MHC class I binding affinity with 185,985 pairs from IEDB/IMGT. Task: Regression. Given a peptide amino acid sequence and an MHC pseudo amino acid sequence, predict their binding affinity value. This is MHC class I binding data. The peptide sequence is GLMTAVYLV. The MHC is HLA-A02:01 with pseudo-sequence HLA-A02:01. The binding affinity (normalized) is 0.798.